Dataset: Forward reaction prediction with 1.9M reactions from USPTO patents (1976-2016). Task: Predict the product of the given reaction. (1) Given the reactants [CH2:1]([O:8][C:9]([NH:11][C@@H:12]([CH2:20][S:21][CH2:22][C@H:23]([OH:26])[CH2:24][OH:25])[C:13]([O:15][C:16]([CH3:19])([CH3:18])[CH3:17])=[O:14])=[O:10])[C:2]1[CH:7]=[CH:6][CH:5]=[CH:4][CH:3]=1.[CH2:27]([N:37]=[C:38]=[O:39])[CH2:28][CH2:29][CH2:30][CH2:31][CH2:32][CH2:33][CH2:34][CH2:35][CH3:36], predict the reaction product. The product is: [CH2:1]([O:8][C:9]([NH:11][C@@H:12]([CH2:20][S:21][CH2:22][C@H:23]([O:26][C:38](=[O:39])[NH:37][CH2:27][CH2:28][CH2:29][CH2:30][CH2:31][CH2:32][CH2:33][CH2:34][CH2:35][CH3:36])[CH2:24][O:25][C:38](=[O:39])[NH:37][CH2:27][CH2:28][CH2:29][CH2:30][CH2:31][CH2:32][CH2:33][CH2:34][CH2:35][CH3:36])[C:13]([O:15][C:16]([CH3:17])([CH3:18])[CH3:19])=[O:14])=[O:10])[C:2]1[CH:3]=[CH:4][CH:5]=[CH:6][CH:7]=1. (2) Given the reactants [P:1](Cl)([O:6][CH2:7][CH3:8])([O:3][CH2:4][CH3:5])=[O:2].[OH:10][CH2:11][CH2:12][CH2:13][CH2:14][NH:15][C:16](=[O:29])[CH:17]([C:19]1[CH:24]=[CH:23][C:22]([CH2:25][CH:26]([CH3:28])[CH3:27])=[CH:21][CH:20]=1)[CH3:18].CCN(C(C)C)C(C)C, predict the reaction product. The product is: [CH2:25]([C:22]1[CH:23]=[CH:24][C:19]([CH:17]([CH3:18])[C:16]([NH:15][CH2:14][CH2:13][CH2:12][CH2:11][O:10][P:1](=[O:2])([O:6][CH2:7][CH3:8])[O:3][CH2:4][CH3:5])=[O:29])=[CH:20][CH:21]=1)[CH:26]([CH3:28])[CH3:27]. (3) Given the reactants [Si:1]([O:8][CH2:9][CH2:10][N:11]1[CH2:16][CH2:15][N:14](C(OCC2C=CC=CC=2)=O)[CH2:13][CH2:12]1)([C:4]([CH3:7])([CH3:6])[CH3:5])([CH3:3])[CH3:2], predict the reaction product. The product is: [Si:1]([O:8][CH2:9][CH2:10][N:11]1[CH2:16][CH2:15][NH:14][CH2:13][CH2:12]1)([C:4]([CH3:7])([CH3:5])[CH3:6])([CH3:3])[CH3:2]. (4) Given the reactants [C:1]([O:5][C:6](=[O:27])[CH2:7][C:8]1[CH:13]=[CH:12][CH:11]=[CH:10][C:9]=1[CH:14]=[CH:15][N:16]1C(=O)C2C(=CC=CC=2)C1=O)([CH3:4])([CH3:3])[CH3:2].O.NN, predict the reaction product. The product is: [C:1]([O:5][C:6](=[O:27])[CH2:7][C:8]1[CH:13]=[CH:12][CH:11]=[CH:10][C:9]=1[CH2:14][CH2:15][NH2:16])([CH3:2])([CH3:4])[CH3:3]. (5) Given the reactants Br[C:2]1[S:3][CH:4]=[CH:5][N:6]=1.[CH:7]([C:9]1[CH:14]=[CH:13][C:12](B(O)O)=[CH:11][CH:10]=1)=[O:8].C([O-])([O-])=O.[K+].[K+], predict the reaction product. The product is: [S:3]1[CH:4]=[CH:5][N:6]=[C:2]1[C:12]1[CH:13]=[CH:14][C:9]([CH:7]=[O:8])=[CH:10][CH:11]=1. (6) The product is: [ClH:22].[NH:12]1[CH2:13][CH2:14][CH:9]([C:6]2[CH:7]=[CH:8][C:3]([C:1]#[N:2])=[CH:4][CH:5]=2)[CH2:10][CH2:11]1. Given the reactants [C:1]([C:3]1[CH:8]=[CH:7][C:6]([CH:9]2[CH2:14][CH2:13][N:12](C(OC(C)(C)C)=O)[CH2:11][CH2:10]2)=[CH:5][CH:4]=1)#[N:2].[ClH:22], predict the reaction product. (7) Given the reactants [N+:1]([C:4]1[CH:9]=[CH:8][C:7]([N:10]2[CH:14]=[CH:13][N:12]=[CH:11]2)=[CH:6][CH:5]=1)([O-])=O, predict the reaction product. The product is: [NH2:1][C:4]1[CH:5]=[CH:6][C:7]([N:10]2[CH:14]=[CH:13][N:12]=[CH:11]2)=[CH:8][CH:9]=1. (8) The product is: [CH3:4][O:5][C:6]1[CH:11]=[CH:10][C:9]([NH:12][C:1]#[N:2])=[CH:8][CH:7]=1. Given the reactants [C:1](Br)#[N:2].[CH3:4][O:5][C:6]1[CH:11]=[CH:10][C:9]([NH2:12])=[CH:8][CH:7]=1, predict the reaction product.